Dataset: Full USPTO retrosynthesis dataset with 1.9M reactions from patents (1976-2016). Task: Predict the reactants needed to synthesize the given product. (1) Given the product [CH2:1]([N:5]1[CH2:13][C:12]2[C:7](=[CH:8][CH:9]=[C:10]([O:14][CH2:27][C:28]3[C:29]([CH3:41])=[N:30][C:31]([CH3:40])=[CH:32][C:33]=3[C:34]3[CH:35]=[CH:36][CH:37]=[CH:38][CH:39]=3)[CH:11]=2)[C:6]1=[O:15])[CH2:2][CH2:3][CH3:4], predict the reactants needed to synthesize it. The reactants are: [CH2:1]([N:5]1[CH2:13][C:12]2[C:7](=[CH:8][CH:9]=[C:10]([OH:14])[CH:11]=2)[C:6]1=[O:15])[CH2:2][CH2:3][CH3:4].C([O-])([O-])=O.[K+].[K+].CS(O[CH2:27][C:28]1[C:29]([CH3:41])=[N:30][C:31]([CH3:40])=[CH:32][C:33]=1[C:34]1[CH:39]=[CH:38][CH:37]=[CH:36][CH:35]=1)(=O)=O.[OH-].[Na+]. (2) Given the product [Cl:24][C:25]1[CH:38]=[C:37]([C:17]2[C:16]3[C:20](=[CH:21][CH:22]=[C:14]([C:12]([NH:11][C@@H:4]([C:5]4[CH:10]=[CH:9][CH:8]=[CH:7][CH:6]=4)[CH2:3][CH2:2][OH:1])=[O:13])[CH:15]=3)[NH:19][N:18]=2)[CH:36]=[CH:35][C:26]=1[O:27][CH:28]1[CH2:33][CH2:32][N:31]([CH3:34])[CH2:30][CH2:29]1, predict the reactants needed to synthesize it. The reactants are: [OH:1][CH2:2][CH2:3][C@@H:4]([NH:11][C:12]([C:14]1[CH:15]=[C:16]2[C:20](=[CH:21][CH:22]=1)[NH:19][N:18]=[C:17]2I)=[O:13])[C:5]1[CH:10]=[CH:9][CH:8]=[CH:7][CH:6]=1.[Cl:24][C:25]1[CH:38]=[C:37](B2OC(C)(C)C(C)(C)O2)[CH:36]=[CH:35][C:26]=1[O:27][CH:28]1[CH2:33][CH2:32][N:31]([CH3:34])[CH2:30][CH2:29]1.C([O-])([O-])=O.[Na+].[Na+]. (3) Given the product [O:1]1[CH:5]=[CH:4][CH:3]=[C:2]1[C:6]1[O:10][N:9]=[C:8]([CH2:11][O:12][S:14]([CH3:13])(=[O:16])=[O:15])[CH:7]=1, predict the reactants needed to synthesize it. The reactants are: [O:1]1[CH:5]=[CH:4][CH:3]=[C:2]1[C:6]1[O:10][N:9]=[C:8]([CH2:11][OH:12])[CH:7]=1.[CH3:13][S:14](Cl)(=[O:16])=[O:15]. (4) The reactants are: [S:1]1[C:5]2[CH:6]=[CH:7][CH:8]=[CH:9][C:4]=2[N:3]=[C:2]1[C:10](=[C:13]1[CH2:17][CH2:16][CH2:15][O:14]1)[C:11]#[N:12].O.[NH2:19][NH2:20]. Given the product [NH2:12][C:11]1[C:10]([C:2]2[S:1][C:5]3[CH:6]=[CH:7][CH:8]=[CH:9][C:4]=3[N:3]=2)=[C:13]([CH2:17][CH2:16][CH2:15][OH:14])[NH:19][N:20]=1, predict the reactants needed to synthesize it. (5) The reactants are: Cl.Cl.[NH2:3][C:4]1[C:36]([CH3:37])=[CH:35][C:7]([O:8][C:9]2[CH:10]=[CH:11][C:12]3[N:16]=[C:15]([CH2:17][O:18][C:19]4[CH:32]=[CH:31][C:22]([CH2:23][CH:24]5[S:28][C:27](=[O:29])[NH:26][C:25]5=[O:30])=[CH:21][CH:20]=4)[N:14]([CH3:33])[C:13]=3[CH:34]=2)=[CH:6][C:5]=1[CH3:38].[N+:39]([C:42]1[CH:47]=[CH:46][C:45]([N:48]=[C:49]=[O:50])=[CH:44][CH:43]=1)([O-:41])=[O:40].C(N(CC)CC)C. Given the product [O:29]=[C:27]1[NH:26][C:25](=[O:30])[CH:24]([CH2:23][C:22]2[CH:21]=[CH:20][C:19]([O:18][CH2:17][C:15]3[N:14]([CH3:33])[C:13]4[CH:34]=[C:9]([O:8][C:7]5[CH:6]=[C:5]([CH3:38])[C:4]([NH:3][C:49]([NH:48][C:45]6[CH:44]=[CH:43][C:42]([N+:39]([O-:41])=[O:40])=[CH:47][CH:46]=6)=[O:50])=[C:36]([CH3:37])[CH:35]=5)[CH:10]=[CH:11][C:12]=4[N:16]=3)=[CH:32][CH:31]=2)[S:28]1, predict the reactants needed to synthesize it. (6) Given the product [Cl:14][C:15]1[S:24][C:18]2[CH:19]([CH3:23])[N:20]([C:11]([C:9]3[CH:10]=[C:5]4[N:4]=[CH:3][C:2]([Cl:1])=[CH:7][N:6]4[N:8]=3)=[O:13])[CH2:21][CH2:22][C:17]=2[CH:16]=1, predict the reactants needed to synthesize it. The reactants are: [Cl:1][C:2]1[CH:3]=[N:4][C:5]2[N:6]([N:8]=[C:9]([C:11]([OH:13])=O)[CH:10]=2)[CH:7]=1.[Cl:14][C:15]1[S:24][C:18]2[CH:19]([CH3:23])[NH:20][CH2:21][CH2:22][C:17]=2[CH:16]=1. (7) Given the product [CH2:1]([CH:8]([C:9]([OH:11])=[O:10])[C:14]([OH:16])=[O:15])[C:2]1[CH:7]=[CH:6][CH:5]=[CH:4][CH:3]=1, predict the reactants needed to synthesize it. The reactants are: [CH2:1]([CH:8]([C:14]([O:16]CC)=[O:15])[C:9]([O:11]CC)=[O:10])[C:2]1[CH:7]=[CH:6][CH:5]=[CH:4][CH:3]=1.[OH-].[K+]. (8) The reactants are: [Br:1][C:2]1[C:10]2[O:9][C:8]([S:11](Cl)(=[O:13])=[O:12])=[C:7]([CH2:15][C:16]3[CH:21]=[CH:20][CH:19]=[C:18]([F:22])[CH:17]=3)[C:6]=2[CH:5]=[C:4]([F:23])[CH:3]=1.S([O-])([O-])=O.[Na+].[Na+].[C:30](=O)(O)[O-].[Na+].CI. Given the product [Br:1][C:2]1[C:10]2[O:9][C:8]([S:11]([CH3:30])(=[O:13])=[O:12])=[C:7]([CH2:15][C:16]3[CH:21]=[CH:20][CH:19]=[C:18]([F:22])[CH:17]=3)[C:6]=2[CH:5]=[C:4]([F:23])[CH:3]=1, predict the reactants needed to synthesize it.